Binary Classification. Given a T-cell receptor sequence (or CDR3 region) and an epitope sequence, predict whether binding occurs between them. From a dataset of TCR-epitope binding with 47,182 pairs between 192 epitopes and 23,139 TCRs. (1) The epitope is AYILFTRFFYV. The TCR CDR3 sequence is CASSLGEDNYGYTF. Result: 1 (the TCR binds to the epitope). (2) The epitope is VTIAEILLI. The TCR CDR3 sequence is CASSVAYYLGENTGELFF. Result: 0 (the TCR does not bind to the epitope).